From a dataset of Forward reaction prediction with 1.9M reactions from USPTO patents (1976-2016). Predict the product of the given reaction. (1) The product is: [F:42][C:39]([F:40])([F:41])[C:38](=[O:43])[CH2:51][CH2:50][CH2:49][CH2:48][CH2:47][NH:46][C:1](=[O:2])[O:3][CH2:4][CH:5]1[C:17]2[CH:16]=[CH:15][CH:14]=[CH:13][C:12]=2[C:11]2[C:6]1=[CH:7][CH:8]=[CH:9][CH:10]=2. Given the reactants [C:1](C(CCCCN)C(O)=O)([O:3][CH2:4][CH:5]1[C:17]2[C:12](=[CH:13][CH:14]=[CH:15][CH:16]=2)[C:11]2[C:6]1=[CH:7][CH:8]=[CH:9][CH:10]=2)=[O:2].C(Cl)(=O)C(Cl)=O.[F:40][C:39]([F:42])([F:41])[C:38](O[C:38](=[O:43])[C:39]([F:42])([F:41])[F:40])=[O:43].[N:46]1[CH:51]=[CH:50][CH:49]=[CH:48][CH:47]=1, predict the reaction product. (2) Given the reactants C(OC([N:8]1[CH2:13][CH2:12][CH:11]([C:14]2[N:15]([CH2:23][C:24]([F:27])([F:26])[F:25])[N:16]=[C:17]3[C:22]=2[CH2:21][CH2:20][CH2:19][CH2:18]3)[CH2:10][CH2:9]1)=O)(C)(C)C.FC(F)(F)C(O)=O, predict the reaction product. The product is: [F:27][C:24]([F:25])([F:26])[CH2:23][N:15]1[C:14]([CH:11]2[CH2:10][CH2:9][NH:8][CH2:13][CH2:12]2)=[C:22]2[C:17]([CH2:18][CH2:19][CH2:20][CH2:21]2)=[N:16]1.